Dataset: Catalyst prediction with 721,799 reactions and 888 catalyst types from USPTO. Task: Predict which catalyst facilitates the given reaction. (1) Reactant: [OH:1][C:2]1[CH:9]=[C:8]([CH3:10])[CH:7]=[CH:6][C:3]=1[CH:4]=[O:5].C([O-])([O-])=O.[Cs+].[Cs+].Br[CH2:18][C:19]#[N:20]. Product: [CH:4]([C:3]1[CH:6]=[CH:7][C:8]([CH3:10])=[CH:9][C:2]=1[O:1][CH2:18][C:19]#[N:20])=[O:5]. The catalyst class is: 23. (2) Reactant: C([O:3][C:4]([C:6]1([NH:15][S:16]([C:19]2[CH:24]=[CH:23][C:22]([O:25][CH2:26][C:27]3[C:36]4[C:31](=[CH:32][CH:33]=[CH:34][CH:35]=4)[N:30]=[C:29]([CH3:37])[CH:28]=3)=[CH:21][CH:20]=2)(=[O:18])=[O:17])[CH2:11][CH2:10][N:9]([C:12](=[O:14])[CH3:13])[CH2:8][CH2:7]1)=[O:5])C.Cl. Product: [C:12]([N:9]1[CH2:8][CH2:7][C:6]([NH:15][S:16]([C:19]2[CH:20]=[CH:21][C:22]([O:25][CH2:26][C:27]3[C:36]4[C:31](=[CH:32][CH:33]=[CH:34][CH:35]=4)[N:30]=[C:29]([CH3:37])[CH:28]=3)=[CH:23][CH:24]=2)(=[O:18])=[O:17])([C:4]([OH:5])=[O:3])[CH2:11][CH2:10]1)(=[O:14])[CH3:13]. The catalyst class is: 12.